Dataset: Experimentally validated miRNA-target interactions with 360,000+ pairs, plus equal number of negative samples. Task: Binary Classification. Given a miRNA mature sequence and a target amino acid sequence, predict their likelihood of interaction. (1) The miRNA is hsa-miR-100-3p with sequence CAAGCUUGUAUCUAUAGGUAUG. The protein sequence of the target gene is MRPVRENSSGARSPRVPADLARSILISLPFPPDSLAHRPPSSAPTESQGLFTVAAPAPGAPSPPATLAHLLPAPAMYSLLETELKNPVGTPTQAAGTGGPAAPGGAGKSSANAAGGANSGGGSSGGASGGGGGTDQDRVKRPMNAFMVWSRGQRRKMALENPKMHNSEISKRLGADWKLLTDAEKRPFIDEAKRLRAVHMKEYPDYKYRPRRKTKTLLKKDKYSLPSGLLPPGAAAAAAAAAAAAAAASSPVGVGQRLDTYTHVNGWANGAYSLVQEQLGYAQPPSMSSPPPPPALPPMH.... Result: 1 (interaction). (2) The miRNA is mmu-miR-1199-5p with sequence UCUGAGUCCCGGUCGCGCGG. The protein sequence of the target gene is MLDLEVVPERSLGNEQWEFTLGMPLAQAVAILQKHCRIIRNVQVLYSEQSPLSHDLILNLTQDGITLLFDAFNQRLKVIEVCELTKVKLKYCGVHFNSQAIAPTIEQIDQSFGATHPGVYNSTEQLFHLNFRGLSFSFQLDSWTEAPKYEPNFAHGLASLQIPHGATVKRMYIYSGNSLQDTKAPVMPLSCFLGNVYAESVDVLRDGTGPSGLRLRLLAAGCGPGVLADAKMRVFERAVYFGDSCQDVLSMLGSPHKVFYKSEDKMKIHSPSPHKQVPSKCNDYFFNYFTLGVDILFDAN.... Result: 1 (interaction).